From a dataset of Full USPTO retrosynthesis dataset with 1.9M reactions from patents (1976-2016). Predict the reactants needed to synthesize the given product. (1) Given the product [CH3:27][O:28][CH2:29][CH2:30][NH:31][C:24]([C:23]1[CH:22]=[N:21][N:5]2[C:6]([CH3:20])=[C:7]([CH2:8][C:9]3[CH:14]=[CH:13][CH:12]=[C:11]([O:15][C:16]([F:19])([F:17])[F:18])[CH:10]=3)[C:2]([CH3:1])=[N:3][C:4]=12)=[O:26], predict the reactants needed to synthesize it. The reactants are: [CH3:1][C:2]1[C:7]([CH2:8][C:9]2[CH:14]=[CH:13][CH:12]=[C:11]([O:15][C:16]([F:19])([F:18])[F:17])[CH:10]=2)=[C:6]([CH3:20])[N:5]2[N:21]=[CH:22][C:23]([C:24]([OH:26])=O)=[C:4]2[N:3]=1.[CH3:27][O:28][CH2:29][CH2:30][NH2:31]. (2) The reactants are: [CH3:1][C:2]1([C:8]([C:10]2[C:18]3[C:13](=[N:14][CH:15]=[C:16]([C:19]4[CH:24]=[CH:23][CH:22]=[C:21]([N:25]5[CH2:30][CH2:29][NH:28][CH2:27][CH2:26]5)[CH:20]=4)[N:17]=3)[NH:12][CH:11]=2)=[O:9])[CH2:7][CH2:6][CH2:5][CH2:4][CH2:3]1.[C:31]([O:35][C:36]([N:38]1[CH2:43][CH2:42][CH:41]([C:44](O)=[O:45])[CH2:40][CH2:39]1)=[O:37])([CH3:34])([CH3:33])[CH3:32]. Given the product [C:31]([O:35][C:36]([N:38]1[CH2:43][CH2:42][CH:41]([C:44]([N:28]2[CH2:29][CH2:30][N:25]([C:21]3[CH:22]=[CH:23][CH:24]=[C:19]([C:16]4[N:17]=[C:18]5[C:10]([C:8]([C:2]6([CH3:1])[CH2:7][CH2:6][CH2:5][CH2:4][CH2:3]6)=[O:9])=[CH:11][NH:12][C:13]5=[N:14][CH:15]=4)[CH:20]=3)[CH2:26][CH2:27]2)=[O:45])[CH2:40][CH2:39]1)=[O:37])([CH3:34])([CH3:33])[CH3:32], predict the reactants needed to synthesize it. (3) Given the product [Br:1][C:2]1[N:3]=[C:4]([NH:17][C@@H:15]([CH:12]2[CH2:13][CH2:14][O:9][CH2:10][CH2:11]2)[CH3:16])[CH:5]=[CH:6][CH:7]=1, predict the reactants needed to synthesize it. The reactants are: [Br:1][C:2]1[CH:7]=[CH:6][CH:5]=[C:4](F)[N:3]=1.[O:9]1[CH2:14][CH2:13][CH:12]([C@H:15]([NH2:17])[CH3:16])[CH2:11][CH2:10]1.CCN(C(C)C)C(C)C.CS(C)=O. (4) Given the product [CH3:1][O:2][C:3]1[CH:8]=[CH:7][C:6]([CH2:9][CH:10]([C:12]2([CH3:15])[CH2:14][CH2:13]2)[NH2:29])=[CH:5][C:4]=1[O:16][CH2:17][CH2:18][CH2:19][O:20][CH3:21], predict the reactants needed to synthesize it. The reactants are: [CH3:1][O:2][C:3]1[CH:8]=[CH:7][C:6]([CH2:9][C:10]([C:12]2([CH3:15])[CH2:14][CH2:13]2)=O)=[CH:5][C:4]=1[O:16][CH2:17][CH2:18][CH2:19][O:20][CH3:21].C([O-])(=O)C.[NH4+].[BH3-]C#[N:29].[Na+].[OH-].[Na+]. (5) Given the product [CH2:1]([O:9][CH2:10][CH2:11][S:12][CH2:13][CH2:14][CH:15]=[O:16])[CH2:2][C:3]1[CH:8]=[CH:7][CH:6]=[CH:5][CH:4]=1, predict the reactants needed to synthesize it. The reactants are: [CH2:1]([O:9][CH2:10][CH2:11][S:12][CH2:13][CH2:14][CH2:15][OH:16])[CH2:2][C:3]1[CH:8]=[CH:7][CH:6]=[CH:5][CH:4]=1.C(N(CC)CC)C. (6) Given the product [C:17]([O:21][C:22]([N:24]1[CH2:29][CH2:28][N:27]([C:2]2[C:3](=[O:16])[NH:4][C:5]3[C:10]([N:11]=2)=[CH:9][C:8]([C:12]([O:14][CH3:15])=[O:13])=[CH:7][CH:6]=3)[C@@H:26]([CH3:30])[CH2:25]1)=[O:23])([CH3:20])([CH3:18])[CH3:19], predict the reactants needed to synthesize it. The reactants are: Cl[C:2]1[C:3](=[O:16])[NH:4][C:5]2[C:10]([N:11]=1)=[CH:9][C:8]([C:12]([O:14][CH3:15])=[O:13])=[CH:7][CH:6]=2.[C:17]([O:21][C:22]([N:24]1[CH2:29][CH2:28][NH:27][C@@H:26]([CH3:30])[CH2:25]1)=[O:23])([CH3:20])([CH3:19])[CH3:18].CCN(C(C)C)C(C)C. (7) Given the product [Cl:1][C:2]1[CH:3]=[CH:4][C:5]([C:6]([NH:12][C:13]([CH3:40])([CH3:39])[C:14]([NH:16][C@H:17]([B:26]2[O:30][C@@H:29]3[CH2:31][C@@H:32]4[CH2:35][C@H:34]([C@:28]3([CH3:38])[O:27]2)[C:33]4([CH3:37])[CH3:36])[CH2:18][C:19]2[CH:24]=[CH:23][CH:22]=[C:21]([CH3:25])[CH:20]=2)=[O:15])=[O:8])=[CH:9][CH:10]=1, predict the reactants needed to synthesize it. The reactants are: [Cl:1][C:2]1[CH:10]=[CH:9][C:5]([C:6]([OH:8])=O)=[CH:4][CH:3]=1.Cl.[NH2:12][C:13]([CH3:40])([CH3:39])[C:14]([NH:16][C@H:17]([B:26]1[O:30][C@@H:29]2[CH2:31][C@@H:32]3[CH2:35][C@H:34]([C@:28]2([CH3:38])[O:27]1)[C:33]3([CH3:37])[CH3:36])[CH2:18][C:19]1[CH:24]=[CH:23][CH:22]=[C:21]([CH3:25])[CH:20]=1)=[O:15].C1C=CC2N(O)N=NC=2C=1.CN1CCOCC1.CCN=C=NCCCN(C)C. (8) Given the product [Cl:12][C:13]1[CH:14]=[C:15]([CH:18]=[CH:19][C:20]=1[Cl:21])[CH:16]=[C:2]1[C:1](=[O:11])[C:9]2[C:4](=[CH:5][CH:6]=[CH:7][CH:8]=2)[C:3]1=[O:10], predict the reactants needed to synthesize it. The reactants are: [C:1]1(=[O:11])[C:9]2[C:4](=[CH:5][CH:6]=[CH:7][CH:8]=2)[C:3](=[O:10])[CH2:2]1.[Cl:12][C:13]1[CH:14]=[C:15]([CH:18]=[CH:19][C:20]=1[Cl:21])[CH:16]=O.